This data is from Buchwald-Hartwig C-N cross coupling reaction yields with 55,370 reactions. The task is: Predict the reaction yield, written as a fraction of the theoretical maximum amount of product (1.0 means a 100% yield; for example, 0.34 means a 34% yield). (1) The reactants are COc1ccc(I)cc1.Cc1ccc(N)cc1.O=S(=O)(O[Pd]1c2ccccc2-c2ccccc2N~1)C(F)(F)F.CC(C)c1cc(C(C)C)c(-c2ccccc2P(C2CCCCC2)C2CCCCC2)c(C(C)C)c1.CCN=P(N=P(N(C)C)(N(C)C)N(C)C)(N(C)C)N(C)C.Cc1ccon1. No catalyst specified. The product is COc1ccc(Nc2ccc(C)cc2)cc1. The yield is 0.352. (2) The reactants are CCc1ccc(Cl)cc1.Cc1ccc(N)cc1.O=S(=O)(O[Pd]1c2ccccc2-c2ccccc2N~1)C(F)(F)F.CC(C)c1cc(C(C)C)c(-c2ccccc2P(C2CCCCC2)C2CCCCC2)c(C(C)C)c1.CN1CCCN2CCCN=C12.CCOC(=O)c1cc(C)on1. No catalyst specified. The product is CCc1ccc(Nc2ccc(C)cc2)cc1. The yield is 0.0421. (3) No catalyst specified. The product is COc1ccc(Nc2ccc(C)cc2)cc1. The reactants are COc1ccc(I)cc1.Cc1ccc(N)cc1.O=S(=O)(O[Pd]1c2ccccc2-c2ccccc2N~1)C(F)(F)F.COc1ccc(OC)c(P([C@]23C[C@H]4C[C@H](C[C@H](C4)C2)C3)[C@]23C[C@H]4C[C@H](C[C@H](C4)C2)C3)c1-c1c(C(C)C)cc(C(C)C)cc1C(C)C.CN1CCCN2CCCN=C12.c1ccc(-c2cnoc2)cc1. The yield is 0.493.